This data is from Reaction yield outcomes from USPTO patents with 853,638 reactions. The task is: Predict the reaction yield, written as a fraction of the theoretical maximum amount of product (1.0 means a 100% yield; for example, 0.34 means a 34% yield). The reactants are [OH:1][C:2]1[CH:3]=[CH:4][C:5]2[N:9]=[C:8]([CH2:10][O:11][C:12]3[CH:13]=[C:14]([CH:19]=[CH:20][CH:21]=3)[C:15]([O:17][CH3:18])=[O:16])[N:7]([CH3:22])[C:6]=2[CH:23]=1.[Br:24][C:25]1[C:26](F)=[N:27][CH:28]=[C:29]([CH3:31])[CH:30]=1.N1C2C(=CC=C3C=2N=CC=C3)C=CC=1.C(=O)([O-])[O-].[Cs+].[Cs+]. The catalyst is [Cu](I)I.CN(C=O)C. The product is [Br:24][C:25]1[C:26]([O:1][C:2]2[CH:3]=[CH:4][C:5]3[N:9]=[C:8]([CH2:10][O:11][C:12]4[CH:13]=[C:14]([CH:19]=[CH:20][CH:21]=4)[C:15]([O:17][CH3:18])=[O:16])[N:7]([CH3:22])[C:6]=3[CH:23]=2)=[N:27][CH:28]=[C:29]([CH3:31])[CH:30]=1. The yield is 0.140.